Dataset: Catalyst prediction with 721,799 reactions and 888 catalyst types from USPTO. Task: Predict which catalyst facilitates the given reaction. (1) Reactant: [NH2:1][C:2]1[CH:7]=[C:6]([O:8][C:9]2[C:14]([F:15])=[CH:13][C:12]([NH:16][C:17]([C:19]3([C:22]([NH:24][C:25]4[CH:30]=[CH:29][C:28]([F:31])=[CH:27][CH:26]=4)=[O:23])[CH2:21][CH2:20]3)=[O:18])=[C:11]([F:32])[CH:10]=2)[CH:5]=[CH:4][N:3]=1.[CH2:33]([N:35]([CH2:38][CH3:39])[CH2:36]C)C.ClC(OC1C=CC=CC=1)=[O:42].C(=O)([O-])O.[Na+]. Product: [N:35]1([C:33]([NH:1][C:2]2[CH:7]=[C:6]([O:8][C:9]3[C:14]([F:15])=[CH:13][C:12]([NH:16][C:17]([C:19]4([C:22]([NH:24][C:25]5[CH:26]=[CH:27][C:28]([F:31])=[CH:29][CH:30]=5)=[O:23])[CH2:21][CH2:20]4)=[O:18])=[C:11]([F:32])[CH:10]=3)[CH:5]=[CH:4][N:3]=2)=[O:42])[CH2:36][CH2:39][CH2:38]1. The catalyst class is: 54. (2) Reactant: [Br:1][C:2]1[CH:3]=[CH:4][C:5]([C:8](Cl)=[N:9][OH:10])=[N:6][CH:7]=1.[CH3:12][C:13]([OH:17])([CH:15]=[CH2:16])[CH3:14].C(N(CC)CC)C.CCCCCC. Product: [Br:1][C:2]1[CH:3]=[CH:4][C:5]([C:8]2[CH2:16][CH:15]([C:13]([OH:17])([CH3:14])[CH3:12])[O:10][N:9]=2)=[N:6][CH:7]=1. The catalyst class is: 13.